This data is from Peptide-MHC class II binding affinity with 134,281 pairs from IEDB. The task is: Regression. Given a peptide amino acid sequence and an MHC pseudo amino acid sequence, predict their binding affinity value. This is MHC class II binding data. (1) The peptide sequence is QAVLTATNFFGINTI. The MHC is DRB4_0101 with pseudo-sequence DRB4_0103. The binding affinity (normalized) is 0.219. (2) The binding affinity (normalized) is 0.470. The MHC is DRB5_0101 with pseudo-sequence DRB5_0101. The peptide sequence is GITIKKTGQALVVGI. (3) The peptide sequence is KTLILLETFVRVNPE. The MHC is DRB1_0701 with pseudo-sequence DRB1_0701. The binding affinity (normalized) is 0.609.